This data is from Forward reaction prediction with 1.9M reactions from USPTO patents (1976-2016). The task is: Predict the product of the given reaction. Given the reactants [C:1]([NH:4][C:5]1[CH:13]=[CH:12][C:8]([C:9]([OH:11])=O)=[CH:7][CH:6]=1)(=[O:3])[CH3:2].CN(C(ON1N=NC2C=CC=NC1=2)=[N+](C)C)C.F[P-](F)(F)(F)(F)F.[NH2:38][CH2:39][CH:40]([OH:52])[CH2:41][N:42]1[CH2:51][CH2:50][C:49]2[C:44](=[CH:45][CH:46]=[CH:47][CH:48]=2)[CH2:43]1, predict the reaction product. The product is: [C:1]([NH:4][C:5]1[CH:6]=[CH:7][C:8]([C:9]([NH:38][CH2:39][CH:40]([OH:52])[CH2:41][N:42]2[CH2:51][CH2:50][C:49]3[C:44](=[CH:45][CH:46]=[CH:47][CH:48]=3)[CH2:43]2)=[O:11])=[CH:12][CH:13]=1)(=[O:3])[CH3:2].